Dataset: Forward reaction prediction with 1.9M reactions from USPTO patents (1976-2016). Task: Predict the product of the given reaction. (1) The product is: [C:11]([C:10]1[CH:9]=[N:8][N:6]2[CH:7]=[C:2]([C:48]3[CH:47]=[CH:46][C:45]([N:42]4[CH2:41][CH2:40][N:39]([C:37]([O:36][C:32]([CH3:35])([CH3:34])[CH3:33])=[O:38])[CH2:44][CH2:43]4)=[CH:50][CH:49]=3)[N:3]=[C:4]([O:13][C@@H:14]([C@@H:16]3[CH2:20][C:19](=[O:21])[N:18]([C@@H:22]([C:24]4[CH:29]=[CH:28][C:27]([O:30][CH3:31])=[CH:26][CH:25]=4)[CH3:23])[CH2:17]3)[CH3:15])[C:5]=12)#[N:12]. Given the reactants Cl[C:2]1[N:3]=[C:4]([O:13][C@@H:14]([C@@H:16]2[CH2:20][C:19](=[O:21])[N:18]([C@@H:22]([C:24]3[CH:29]=[CH:28][C:27]([O:30][CH3:31])=[CH:26][CH:25]=3)[CH3:23])[CH2:17]2)[CH3:15])[C:5]2[N:6]([N:8]=[CH:9][C:10]=2[C:11]#[N:12])[CH:7]=1.[C:32]([O:36][C:37]([N:39]1[CH2:44][CH2:43][N:42]([C:45]2[CH:50]=[CH:49][C:48](B(O)O)=[CH:47][CH:46]=2)[CH2:41][CH2:40]1)=[O:38])([CH3:35])([CH3:34])[CH3:33].[O-]P([O-])([O-])=O.[K+].[K+].[K+], predict the reaction product. (2) The product is: [CH:4]([OH:6])=[O:5].[F:25][C:26]1[CH:27]=[C:28]([C:32]2[CH:33]=[C:34]([NH:37][C:4](=[O:6])[CH2:3][CH:2]([CH3:1])[CH2:7][N:8]3[CH2:12][CH2:11][CH2:10][CH2:9]3)[NH:35][N:36]=2)[CH:29]=[N:30][CH:31]=1. Given the reactants [CH3:1][CH:2]([CH2:7][N:8]1[CH2:12][CH2:11][CH2:10][CH2:9]1)[CH2:3][C:4]([OH:6])=[O:5].C1N=CN(C(N2C=NC=C2)=O)C=1.[F:25][C:26]1[CH:27]=[C:28]([C:32]2[CH:33]=[C:34]([NH2:37])[NH:35][N:36]=2)[CH:29]=[N:30][CH:31]=1, predict the reaction product. (3) The product is: [CH:1]1([CH2:10][CH2:11][C:12]([O:14][CH2:15][CH3:16])=[O:13])[NH:6][CH2:5][CH2:4][N:3]2[CH:7]=[CH:8][CH:9]=[C:2]12. Given the reactants [C:1]1(=[CH:10]/[CH2:11][C:12]([O:14][CH2:15][CH3:16])=[O:13])/[C:2]2[N:3]([CH:7]=[CH:8][CH:9]=2)[CH2:4][CH2:5][NH:6]/1, predict the reaction product. (4) Given the reactants Br[C:2]1[C:7]2[CH:8]=[C:9]([C:12]([F:15])([F:14])[F:13])[CH:10]=[CH:11][C:6]=2[O:5][C:4]([CH2:18][F:19])([CH2:16][F:17])[CH:3]=1.[C:20]([CH2:22][CH2:23][NH2:24])#[N:21].[I-].[K+].Cl.CN(C)[C:30](=[O:32])C, predict the reaction product. The product is: [C:20]([CH2:22][CH2:23][NH:24][C:30]([C:2]1[C:7]2[CH:8]=[C:9]([C:12]([F:15])([F:14])[F:13])[CH:10]=[CH:11][C:6]=2[O:5][C:4]([CH2:18][F:19])([CH2:16][F:17])[CH:3]=1)=[O:32])#[N:21]. (5) Given the reactants [NH2:1][C:2]1[CH:3]=[C:4]([O:16][CH2:17][CH2:18][O:19][CH3:20])[CH:5]=[C:6]2[C:10]=1[NH:9][C:8]([C:11]([O:13][CH2:14][CH3:15])=[O:12])=[CH:7]2.N1C=CC=CC=1.[S:27]1[CH:31]=[CH:30][CH:29]=[C:28]1[S:32](Cl)(=[O:34])=[O:33], predict the reaction product. The product is: [CH3:20][O:19][CH2:18][CH2:17][O:16][C:4]1[CH:5]=[C:6]2[C:10](=[C:2]([NH:1][S:32]([C:28]3[S:27][CH:31]=[CH:30][CH:29]=3)(=[O:34])=[O:33])[CH:3]=1)[NH:9][C:8]([C:11]([O:13][CH2:14][CH3:15])=[O:12])=[CH:7]2. (6) Given the reactants N[C@H](C1N(C2C=CC=CC=2)C(=O)C2C(C=1)=CC=CC=2C)C.ClC1N=C2C(N=CN2C2CCCCO2)=C(Cl)N=1.CCN(C(C)C)C(C)C.[Cl:48][C:49]1[N:57]=[C:56]2[C:52]([N:53]=[CH:54][N:55]2[CH:58]2[CH2:63][CH2:62][CH2:61][CH2:60][O:59]2)=[C:51]([NH:64][CH:65]([C:67]2[N:68]([C:79]3[CH:84]=[CH:83][CH:82]=[CH:81][CH:80]=3)[C:69](=[O:78])[C:70]3[C:75]([CH:76]=2)=[CH:74][CH:73]=[CH:72][C:71]=3[CH3:77])[CH3:66])[N:50]=1, predict the reaction product. The product is: [Cl:48][C:49]1[N:57]=[C:56]2[C:52]([N:53]=[CH:54][NH:55]2)=[C:51]([NH:64][C@H:65]([C:67]2[N:68]([C:79]3[CH:84]=[CH:83][CH:82]=[CH:81][CH:80]=3)[C:69](=[O:78])[C:70]3[C:75]([CH:76]=2)=[CH:74][CH:73]=[CH:72][C:71]=3[CH3:77])[CH3:66])[N:50]=1.[Cl:48][C:49]1[N:57]=[C:56]2[C:52]([N:53]=[CH:54][N:55]2[CH:58]2[CH2:63][CH2:62][CH2:61][CH2:60][O:59]2)=[C:51]([NH:64][CH:65]([C:67]2[N:68]([C:79]3[CH:84]=[CH:83][CH:82]=[CH:81][CH:80]=3)[C:69](=[O:78])[C:70]3[C:75]([CH:76]=2)=[CH:74][CH:73]=[CH:72][C:71]=3[CH3:77])[CH3:66])[N:50]=1. (7) Given the reactants [F:1][C:2]([F:34])([F:33])[CH2:3][CH2:4][CH:5]([C:17]1[CH:18]=[N:19][C:20]([C:23]2[CH:28]=[CH:27][C:26]([C:29]([F:32])([F:31])[F:30])=[CH:25][CH:24]=2)=[CH:21][CH:22]=1)/[CH:6]=[CH:7]\[C:8]1[CH:16]=[CH:15][C:11]([C:12](O)=[O:13])=[CH:10][CH:9]=1.Cl[C:36]1[C:37]([O:44][CH3:45])=NN=[N:40][C:41]=1OC.CN1CC[O:50]CC1.Cl.NCCC(O)=O, predict the reaction product. The product is: [CH3:45][O:44][C:37](=[O:50])[CH2:36][CH2:41][NH:40][C:12](=[O:13])[C:11]1[CH:15]=[CH:16][C:8](/[CH:7]=[CH:6]\[CH:5]([C:17]2[CH:18]=[N:19][C:20]([C:23]3[CH:24]=[CH:25][C:26]([C:29]([F:32])([F:31])[F:30])=[CH:27][CH:28]=3)=[CH:21][CH:22]=2)[CH2:4][CH2:3][C:2]([F:1])([F:33])[F:34])=[CH:9][CH:10]=1. (8) Given the reactants [F:1][C:2]1[CH:13]=[C:12]([OH:14])[C:5]2[CH:6]=[C:7]([C:9](=[O:11])[CH3:10])[O:8][C:4]=2[CH:3]=1.C1(P(C2C=CC=CC=2)C2C=CC=CC=2)C=CC=CC=1.[C:34]1([C:40]2[S:41][CH:42]=[C:43]([CH2:45]O)[N:44]=2)[CH:39]=[CH:38][CH:37]=[CH:36][CH:35]=1.N(C(OC(C)C)=O)=NC(OC(C)C)=O, predict the reaction product. The product is: [F:1][C:2]1[CH:13]=[C:12]([O:14][CH2:45][C:43]2[N:44]=[C:40]([C:34]3[CH:35]=[CH:36][CH:37]=[CH:38][CH:39]=3)[S:41][CH:42]=2)[C:5]2[CH:6]=[C:7]([C:9](=[O:11])[CH3:10])[O:8][C:4]=2[CH:3]=1. (9) Given the reactants [CH:1]1([C:4]2[N:13]=[C:12]([N:14]3[CH2:19][CH2:18][N:17]([C:20]4[CH:25]=[CH:24][C:23]([O:26][CH3:27])=[CH:22][C:21]=4N)[CH2:16][CH2:15]3)[C:11]3[C:6](=[CH:7][C:8]([O:31][CH3:32])=[C:9]([O:29][CH3:30])[CH:10]=3)[N:5]=2)[CH2:3][CH2:2]1.[CH2:33]=O.[BH3-][C:36]#[N:37].[Na+], predict the reaction product. The product is: [CH:1]1([C:4]2[N:13]=[C:12]([N:14]3[CH2:19][CH2:18][N:17]([C:20]4[CH:25]=[CH:24][C:23]([O:26][CH3:27])=[CH:22][C:21]=4[N:37]([CH3:36])[CH3:33])[CH2:16][CH2:15]3)[C:11]3[C:6](=[CH:7][C:8]([O:31][CH3:32])=[C:9]([O:29][CH3:30])[CH:10]=3)[N:5]=2)[CH2:3][CH2:2]1.